From a dataset of Peptide-MHC class I binding affinity with 185,985 pairs from IEDB/IMGT. Regression. Given a peptide amino acid sequence and an MHC pseudo amino acid sequence, predict their binding affinity value. This is MHC class I binding data. (1) The peptide sequence is QELLIQQWI. The MHC is HLA-B40:01 with pseudo-sequence HLA-B40:01. The binding affinity (normalized) is 0.517. (2) The peptide sequence is HLTRVGPYL. The MHC is HLA-A80:01 with pseudo-sequence HLA-A80:01. The binding affinity (normalized) is 0.0847. (3) The peptide sequence is EFTSFFYRY. The binding affinity (normalized) is 0.0847. The MHC is HLA-B48:01 with pseudo-sequence HLA-B48:01. (4) The MHC is HLA-B27:05 with pseudo-sequence HLA-B27:05. The binding affinity (normalized) is 0.321. The peptide sequence is WRMGYRTHN. (5) The peptide sequence is LTHVKINDK. The MHC is H-2-Ld with pseudo-sequence H-2-Ld. The binding affinity (normalized) is 0. (6) The peptide sequence is APIEHIASM. The MHC is HLA-B51:01 with pseudo-sequence HLA-B51:01. The binding affinity (normalized) is 0.0847.